From a dataset of Forward reaction prediction with 1.9M reactions from USPTO patents (1976-2016). Predict the product of the given reaction. Given the reactants [NH2:1][C:2]1[N:3]=[N:4][CH:5]=[CH:6][C:7]=1[C:8]1[C:9](=[O:14])[CH2:10][CH2:11][CH2:12][CH:13]=1.[BH4-].[Na+], predict the reaction product. The product is: [NH2:1][C:2]1[N:3]=[N:4][CH:5]=[CH:6][C:7]=1[C@H:8]1[CH2:13][CH2:12][CH2:11][CH2:10][C@@H:9]1[OH:14].